Dataset: Full USPTO retrosynthesis dataset with 1.9M reactions from patents (1976-2016). Task: Predict the reactants needed to synthesize the given product. (1) Given the product [F:34][CH:35]1[CH2:40][CH2:39][CH2:38][N:37]([CH2:41][CH2:42][NH:43][C:30]([C:26]2[C:25]([CH3:33])=[C:24](/[CH:23]=[C:16]3\[C:17](=[O:22])[NH:18][C:19]4[C:15]\3=[CH:14][C:13]([S:10]([CH2:9][C:3]3[C:2]([Cl:1])=[CH:7][CH:6]=[CH:5][C:4]=3[Cl:8])(=[O:11])=[O:12])=[CH:21][CH:20]=4)[NH:28][C:27]=2[CH3:29])=[O:31])[CH2:36]1, predict the reactants needed to synthesize it. The reactants are: [Cl:1][C:2]1[CH:7]=[CH:6][CH:5]=[C:4]([Cl:8])[C:3]=1[CH2:9][S:10]([C:13]1[CH:14]=[C:15]2[C:19](=[CH:20][CH:21]=1)[NH:18][C:17](=[O:22])/[C:16]/2=[CH:23]\[C:24]1[NH:28][C:27]([CH3:29])=[C:26]([C:30](O)=[O:31])[C:25]=1[CH3:33])(=[O:12])=[O:11].[F:34][CH:35]1[CH2:40][CH2:39][CH2:38][N:37]([CH2:41][CH2:42][NH2:43])[CH2:36]1. (2) Given the product [CH3:14][C:13]1([CH3:15])[C:2]2[C:3](=[CH:4][C:5]([N+:8]([O-:10])=[O:9])=[CH:6][CH:7]=2)[NH:11][C:12]1=[O:16], predict the reactants needed to synthesize it. The reactants are: Br[C:2]1[CH:7]=[CH:6][C:5]([N+:8]([O-:10])=[O:9])=[CH:4][C:3]=1[NH:11][C:12](=[O:16])[C:13]([CH3:15])=[CH2:14].C(N(CC)CC)C.C([O-])=O.[Na+].O. (3) Given the product [CH:22]([O:20][C:19](=[O:21])[C:15]1[CH:14]=[C:13]([Cl:12])[CH:18]=[CH:17][N:16]=1)([CH3:24])[CH3:23], predict the reactants needed to synthesize it. The reactants are: CN(C)C=O.C(Cl)(=O)C(Cl)=O.[Cl:12][C:13]1[CH:18]=[CH:17][N:16]=[C:15]([C:19]([OH:21])=[O:20])[CH:14]=1.[CH:22](O)([CH3:24])[CH3:23]. (4) Given the product [NH2:4][CH:5]([CH2:9][C:10]1[C:18]2[C:13](=[C:14]([F:20])[CH:15]=[C:16]([F:19])[CH:17]=2)[NH:12][CH:11]=1)[C:6]([OH:8])=[O:7], predict the reactants needed to synthesize it. The reactants are: C([NH:4][CH:5]([CH2:9][C:10]1[C:18]2[C:13](=[C:14]([F:20])[CH:15]=[C:16]([F:19])[CH:17]=2)[NH:12][CH:11]=1)[C:6]([OH:8])=[O:7])(=O)C. (5) The reactants are: [Cl:1][C:2]1[CH:9]=[CH:8][C:5]([C:6]#[N:7])=[C:4]([O:10][C@@H:11]([C:15]2[CH:20]=[CH:19][CH:18]=[CH:17][CH:16]=2)[CH2:12][CH2:13]Cl)[CH:3]=1.[N:21]1([C:27]([O:29][C:30]([CH3:33])([CH3:32])[CH3:31])=[O:28])[CH2:26][CH2:25][NH:24][CH2:23][CH2:22]1. Given the product [Cl:1][C:2]1[CH:9]=[CH:8][C:5]([C:6]#[N:7])=[C:4]([CH:3]=1)[O:10][C@@H:11]([C:15]1[CH:20]=[CH:19][CH:18]=[CH:17][CH:16]=1)[CH2:12][CH2:13][N:24]1[CH2:23][CH2:22][N:21]([C:27]([O:29][C:30]([CH3:33])([CH3:32])[CH3:31])=[O:28])[CH2:26][CH2:25]1, predict the reactants needed to synthesize it. (6) Given the product [C:15]([C:14]1[C:9]([NH:8][C:4]2[CH:5]=[CH:6][CH:7]=[C:2]([Cl:1])[CH:3]=2)=[N:10][C:11]([NH:40][C@@H:41]2[CH2:46][CH2:45][O:44][CH2:43][C@@H:42]2[NH:47][C:48](=[O:54])[O:49][C:50]([CH3:52])([CH3:51])[CH3:53])=[N:12][CH:13]=1)(=[O:16])[NH2:17], predict the reactants needed to synthesize it. The reactants are: [Cl:1][C:2]1[CH:3]=[C:4]([NH:8][C:9]2[C:14]([C:15]([NH2:17])=[O:16])=[CH:13][N:12]=[C:11](SC)[N:10]=2)[CH:5]=[CH:6][CH:7]=1.C1C=C(Cl)C=C(C(OO)=O)C=1.CCN(C(C)C)C(C)C.[NH2:40][C@@H:41]1[CH2:46][CH2:45][O:44][CH2:43][C@@H:42]1[NH:47][C:48](=[O:54])[O:49][C:50]([CH3:53])([CH3:52])[CH3:51]. (7) Given the product [Cl:1][C:2]1[C:10]([N+:11]([O-:13])=[O:12])=[CH:9][CH:8]=[CH:7][C:3]=1[C:4]([O:6][CH3:14])=[O:5], predict the reactants needed to synthesize it. The reactants are: [Cl:1][C:2]1[C:10]([N+:11]([O-:13])=[O:12])=[CH:9][CH:8]=[CH:7][C:3]=1[C:4]([OH:6])=[O:5].[CH3:14]C1C=CC(S(O)(=O)=O)=CC=1. (8) Given the product [NH:1]1[C:9]2[C:4](=[CH:5][CH:6]=[C:7]([CH2:10][N:26]3[CH2:27][CH2:28][CH:23]([C:19]4[CH:18]=[C:17]([NH:16][C:14](=[O:15])[CH:13]([CH3:12])[CH3:29])[CH:22]=[CH:21][CH:20]=4)[CH2:24][CH2:25]3)[CH:8]=2)[CH:3]=[CH:2]1, predict the reactants needed to synthesize it. The reactants are: [NH:1]1[C:9]2[C:4](=[CH:5][CH:6]=[C:7]([CH:10]=O)[CH:8]=2)[CH:3]=[CH:2]1.[CH3:12][CH:13]([CH3:29])[C:14]([NH:16][C:17]1[CH:22]=[CH:21][CH:20]=[C:19]([CH:23]2[CH2:28][CH2:27][NH:26][CH2:25][CH2:24]2)[CH:18]=1)=[O:15]. (9) Given the product [Br:28][C:24]1[C:23]([CH3:29])=[C:22]([N:21]2[CH2:15][CH2:14][CH:13]([NH:12][C:10](=[O:11])[O:9][CH2:2][C:3]3[CH:8]=[CH:7][CH:6]=[CH:5][CH:4]=3)[C:19]2=[O:20])[CH:27]=[CH:26][CH:25]=1, predict the reactants needed to synthesize it. The reactants are: [I-].[CH2:2]([O:9][C:10]([NH:12][CH:13]([C:19]([NH:21][C:22]1[CH:27]=[CH:26][CH:25]=[C:24]([Br:28])[C:23]=1[CH3:29])=[O:20])[CH2:14][CH2:15][S+](C)C)=[O:11])[C:3]1[CH:8]=[CH:7][CH:6]=[CH:5][CH:4]=1.C(=O)([O-])[O-].[Cs+].[Cs+].